Dataset: Catalyst prediction with 721,799 reactions and 888 catalyst types from USPTO. Task: Predict which catalyst facilitates the given reaction. (1) Reactant: [CH3:1][O:2][C:3]1[CH:10]=[C:9]([CH2:11][CH2:12][S:13][CH3:14])[C:8]([O:15][CH3:16])=[CH:7][C:4]=1[CH:5]=O.[N+:17]([CH2:20][CH3:21])([O-:19])=[O:18].C([O-])(=O)C.[NH4+]. Product: [CH3:16][O:15][C:8]1[CH:7]=[C:4]([CH:5]=[C:20]([N+:17]([O-:19])=[O:18])[CH3:21])[C:3]([O:2][CH3:1])=[CH:10][C:9]=1[CH2:11][CH2:12][S:13][CH3:14]. The catalyst class is: 8. (2) Reactant: [C:1]1([C:7]2[CH:8]=[CH:9][C:10]3[N:11]([C:26]4[CH:41]=[CH:40][C:29]([O:30][CH2:31][CH2:32][CH2:33][CH2:34][CH2:35][CH2:36][CH2:37][CH2:38][OH:39])=[CH:28][CH:27]=4)[C:12]4[C:17]([C:18]=3[CH:19]=2)=[CH:16][C:15]([C:20]2[CH:25]=[CH:24][CH:23]=[CH:22][CH:21]=2)=[CH:14][CH:13]=4)[CH:6]=[CH:5][CH:4]=[CH:3][CH:2]=1.[C:42]1([CH3:52])[CH:47]=[CH:46][C:45]([S:48](Cl)(=[O:50])=[O:49])=[CH:44][CH:43]=1.O. Product: [C:1]1([C:7]2[CH:8]=[CH:9][C:10]3[N:11]([C:26]4[CH:27]=[CH:28][C:29]([O:30][CH2:31][CH2:32][CH2:33][CH2:34][CH2:35][CH2:36][CH2:37][CH2:38][O:39][S:48]([C:45]5[CH:46]=[CH:47][C:42]([CH3:52])=[CH:43][CH:44]=5)(=[O:50])=[O:49])=[CH:40][CH:41]=4)[C:12]4[C:17]([C:18]=3[CH:19]=2)=[CH:16][C:15]([C:20]2[CH:25]=[CH:24][CH:23]=[CH:22][CH:21]=2)=[CH:14][CH:13]=4)[CH:2]=[CH:3][CH:4]=[CH:5][CH:6]=1. The catalyst class is: 202. (3) Reactant: [N:1]1[CH:6]=[CH:5][CH:4]=[CH:3][C:2]=1[C:7]1[CH:12]=[CH:11][N:10]=[C:9]([NH:13][CH2:14][C:15]2[S:19][C:18]([C:20]([NH:22][C:23]3[CH:28]=[CH:27][CH:26]=[CH:25][C:24]=3[NH:29]C(=O)OC(C)(C)C)=[O:21])=[CH:17][CH:16]=2)[N:8]=1.[C:37]([OH:43])([C:39]([F:42])([F:41])[F:40])=[O:38]. Product: [NH2:29][C:24]1[CH:25]=[CH:26][CH:27]=[CH:28][C:23]=1[NH:22][C:20]([C:18]1[S:19][C:15]([CH2:14][NH:13][C:9]2[N:8]=[C:7]([C:2]3[CH:3]=[CH:4][CH:5]=[CH:6][N:1]=3)[CH:12]=[CH:11][N:10]=2)=[CH:16][CH:17]=1)=[O:21].[C:37]([OH:43])([C:39]([F:42])([F:41])[F:40])=[O:38]. The catalyst class is: 2. (4) Product: [CH2:1]([O:5][C:6]1[C:15]2[C:10](=[CH:11][CH:12]=[C:13]([CH2:16][OH:17])[CH:14]=2)[C:9](=[O:19])[N:8]([CH2:20][CH:21]2[CH2:23][CH2:22]2)[C:7]=1[CH2:24][NH:25][C:26](=[O:27])[O:28][C:29]([CH3:32])([CH3:31])[CH3:30])[CH2:2][CH2:3][CH3:4]. The catalyst class is: 670. Reactant: [CH2:1]([O:5][C:6]1[C:15]2[C:10](=[CH:11][CH:12]=[C:13]([C:16](O)=[O:17])[CH:14]=2)[C:9](=[O:19])[N:8]([CH2:20][CH:21]2[CH2:23][CH2:22]2)[C:7]=1[CH2:24][NH:25][C:26]([O:28][C:29]([CH3:32])([CH3:31])[CH3:30])=[O:27])[CH2:2][CH2:3][CH3:4].CN1CCOCC1.ClC(OCC)=O.[BH4-].[Na+]. (5) Reactant: C[Si](C)(C)[C:3]1[S:4][CH:5]=[CH:6][N:7]=1.C([Li])CCC.Br[CH2:16][C:17](=[O:24])[C:18]([CH2:22][F:23])([CH3:21])[CH2:19][F:20].[Cl-].[NH4+]. Product: [F:20][CH2:19][C:18]([C:17]1([C:5]2[S:4][CH:3]=[N:7][CH:6]=2)[CH2:16][O:24]1)([CH3:21])[CH2:22][F:23]. The catalyst class is: 27.